This data is from Full USPTO retrosynthesis dataset with 1.9M reactions from patents (1976-2016). The task is: Predict the reactants needed to synthesize the given product. (1) The reactants are: [NH2:1][C:2]1[N:10]=[CH:9][CH:8]=[CH:7][C:3]=1[C:4]([OH:6])=O.ON1C2C=CC=CC=2N=N1.CCN=C=NCCCN(C)C.[CH2:32]([O:36][C:37]1[S:38][C:39]([CH2:42][NH2:43])=[CH:40][N:41]=1)[CH2:33][CH2:34][CH3:35].C(=O)(O)[O-].[Na+]. Given the product [CH2:32]([O:36][C:37]1[S:38][C:39]([CH2:42][NH:43][C:4](=[O:6])[C:3]2[CH:7]=[CH:8][CH:9]=[N:10][C:2]=2[NH2:1])=[CH:40][N:41]=1)[CH2:33][CH2:34][CH3:35], predict the reactants needed to synthesize it. (2) The reactants are: CS(O[CH2:6][CH2:7][O:8][C:9]1[C:14]([CH3:15])=[CH:13][C:12]([C:16]2[CH:21]=[CH:20][C:19]([C:22]([O:24][CH2:25][C:26]3[CH:31]=[CH:30][CH:29]=[CH:28][CH:27]=3)=[O:23])=[CH:18][CH:17]=2)=[CH:11][C:10]=1[CH3:32])(=O)=O.[NH2:33][C@@H:34]([CH3:44])[C@@H:35]([C:37]1[CH:42]=[CH:41][C:40]([OH:43])=[CH:39][CH:38]=1)[OH:36].C(NC(C)C)(C)C.O. Given the product [OH:36][C@H:35]([C:37]1[CH:42]=[CH:41][C:40]([OH:43])=[CH:39][CH:38]=1)[C@@H:34]([NH:33][CH2:6][CH2:7][O:8][C:9]1[C:10]([CH3:32])=[CH:11][C:12]([C:16]2[CH:21]=[CH:20][C:19]([C:22]([O:24][CH2:25][C:26]3[CH:27]=[CH:28][CH:29]=[CH:30][CH:31]=3)=[O:23])=[CH:18][CH:17]=2)=[CH:13][C:14]=1[CH3:15])[CH3:44], predict the reactants needed to synthesize it.